The task is: Predict which catalyst facilitates the given reaction.. This data is from Catalyst prediction with 721,799 reactions and 888 catalyst types from USPTO. (1) The catalyst class is: 43. Product: [NH2:1][C:2]1[C:11]2[N:12]=[C:13]([CH2:22][CH3:23])[N:14]([CH2:15][CH:16]3[CH2:21][CH2:20][O:19][CH2:18][CH2:17]3)[C:10]=2[C:9]2[CH:8]=[CH:7][C:6]([CH2:24][CH2:25][C:26]#[N:27])=[CH:5][C:4]=2[N:3]=1. Reactant: [NH2:1][C:2]1[C:11]2[N:12]=[C:13]([CH2:22][CH3:23])[N:14]([CH2:15][CH:16]3[CH2:21][CH2:20][O:19][CH2:18][CH2:17]3)[C:10]=2[C:9]2[CH:8]=[CH:7][C:6]([CH:24]=[CH:25][C:26]#[N:27])=[CH:5][C:4]=2[N:3]=1. (2) Reactant: [NH2:1][C:2]1[CH:7]=[N:6][CH:5]=[CH:4][N:3]=1.C([Mg]Cl)(C)C.[F:13][C@H:14]1[CH2:18][N:17]([C:19]([O:21][C:22]([CH3:25])([CH3:24])[CH3:23])=[O:20])[C@H:16]([C:26](OC)=[O:27])[CH2:15]1. Product: [F:13][C@H:14]1[CH2:18][N:17]([C:19]([O:21][C:22]([CH3:23])([CH3:24])[CH3:25])=[O:20])[C@H:16]([C:26](=[O:27])[NH:1][C:2]2[CH:7]=[N:6][CH:5]=[CH:4][N:3]=2)[CH2:15]1. The catalyst class is: 1.